This data is from Catalyst prediction with 721,799 reactions and 888 catalyst types from USPTO. The task is: Predict which catalyst facilitates the given reaction. (1) The catalyst class is: 3. Product: [Br:1][C:2]1[CH:3]=[CH:4][C:5]([O:21][CH3:22])=[C:6]([S:8]([NH:11][C:12]2[CH:13]=[N:14][CH:15]=[C:16]([CH:20]=2)[C:17]([NH:38][CH:32]2[CH2:37][CH2:36][CH2:35][CH2:34][CH2:33]2)=[O:19])(=[O:9])=[O:10])[CH:7]=1. Reactant: [Br:1][C:2]1[CH:3]=[CH:4][C:5]([O:21][CH3:22])=[C:6]([S:8]([NH:11][C:12]2[CH:13]=[N:14][CH:15]=[C:16]([CH:20]=2)[C:17]([OH:19])=O)(=[O:10])=[O:9])[CH:7]=1.CCN(C(C)C)C(C)C.[CH:32]1([NH2:38])[CH2:37][CH2:36][CH2:35][CH2:34][CH2:33]1.CN(C(ON1N=NC2C=CC=NC1=2)=[N+](C)C)C.F[P-](F)(F)(F)(F)F. (2) Product: [C:30]([C:32]1[CH:37]=[CH:36][C:35]([S:38]([N:17]2[CH2:18][CH2:19][N:14]([CH2:13][CH:10]3[CH2:11][CH2:12][N:7]([C:4]4[CH:5]=[CH:6][N:1]=[CH:2][CH:3]=4)[CH2:8][CH2:9]3)[C:15](=[O:20])[CH2:16]2)(=[O:40])=[O:39])=[CH:34][CH:33]=1)([CH3:31])=[CH2:29]. The catalyst class is: 4. Reactant: [N:1]1[CH:6]=[CH:5][C:4]([N:7]2[CH2:12][CH2:11][CH:10]([CH2:13][N:14]3[CH2:19][CH2:18][NH:17][CH2:16][C:15]3=[O:20])[CH2:9][CH2:8]2)=[CH:3][CH:2]=1.C(N(CC)CC)C.Br[CH2:29][CH:30]([C:32]1[CH:37]=[CH:36][C:35]([S:38](Cl)(=[O:40])=[O:39])=[CH:34][CH:33]=1)[CH3:31]. (3) Reactant: [Cl:1][C:2]1[CH:3]=[C:4]([C@@H:8]([OH:41])[CH2:9][N:10]([C@@H:18]([CH2:21][C:22]2[CH:27]=[CH:26][C:25]([NH:28][C:29]([C:31]3[CH:32]=[C:33]4[C:37](=[CH:38][CH:39]=3)[N:36]([CH3:40])[CH:35]=[CH:34]4)=[O:30])=[CH:24][CH:23]=2)[CH2:19][OH:20])C(=O)OC(C)(C)C)[CH:5]=[CH:6][CH:7]=1. Product: [Cl:1][C:2]1[CH:3]=[C:4]([C@@H:8]([OH:41])[CH2:9][NH:10][C@H:18]([CH2:19][OH:20])[CH2:21][C:22]2[CH:23]=[CH:24][C:25]([NH:28][C:29]([C:31]3[CH:32]=[C:33]4[C:37](=[CH:38][CH:39]=3)[N:36]([CH3:40])[CH:35]=[CH:34]4)=[O:30])=[CH:26][CH:27]=2)[CH:5]=[CH:6][CH:7]=1. The catalyst class is: 502. (4) Reactant: [F:1][C:2]1[CH:38]=[CH:37][CH:36]=[C:35]([F:39])[C:3]=1[C:4]([NH:6][C:7]1[C:8]([C:21]2[NH:22][C:23]([C:28]3[CH:33]=[CH:32][C:31]([F:34])=[CH:30][CH:29]=3)=[C:24]([CH:26]=O)[N:25]=2)=[N:9][N:10]([CH2:12][C:13]2[CH:18]=[CH:17][C:16]([O:19][CH3:20])=[CH:15][CH:14]=2)[CH:11]=1)=[O:5].C(O[BH-](OC(=O)C)OC(=O)C)(=O)C.[Na+].C(O)(=O)C.[NH:58]1[CH2:63][CH2:62][O:61][CH2:60][CH2:59]1. Product: [F:1][C:2]1[CH:38]=[CH:37][CH:36]=[C:35]([F:39])[C:3]=1[C:4]([NH:6][C:7]1[C:8]([C:21]2[NH:22][C:23]([C:28]3[CH:33]=[CH:32][C:31]([F:34])=[CH:30][CH:29]=3)=[C:24]([CH2:26][N:58]3[CH2:63][CH2:62][O:61][CH2:60][CH2:59]3)[N:25]=2)=[N:9][N:10]([CH2:12][C:13]2[CH:14]=[CH:15][C:16]([O:19][CH3:20])=[CH:17][CH:18]=2)[CH:11]=1)=[O:5]. The catalyst class is: 4. (5) Reactant: [CH3:1][O:2][C:3]([C:5]1[O:9][C:8](Br)=[C:7]([Br:11])[CH:6]=1)=[O:4].[CH3:12][Zn]Cl. Product: [CH3:1][O:2][C:3]([C:5]1[O:9][C:8]([CH3:12])=[C:7]([Br:11])[CH:6]=1)=[O:4]. The catalyst class is: 516.